Dataset: Forward reaction prediction with 1.9M reactions from USPTO patents (1976-2016). Task: Predict the product of the given reaction. (1) Given the reactants [C:1]([N:5]([C:7]1[O:8][C:9]2[C:10](=[C:12]([C:24]#[N:25])[C:13]([CH3:23])=[C:14]([C:17]3[CH:22]=[CH:21][CH:20]=[CH:19][CH:18]=3)[C:15]=2F)[N:11]=1)[CH3:6])([CH3:4])([CH3:3])[CH3:2].C(N(CC)CC)C.[CH3:33][N:34]([CH3:40])[C@H:35]1[CH2:39][CH2:38][NH:37][CH2:36]1, predict the reaction product. The product is: [C:1]([N:5]([C:7]1[O:8][C:9]2[C:10](=[C:12]([C:24]#[N:25])[C:13]([CH3:23])=[C:14]([C:17]3[CH:22]=[CH:21][CH:20]=[CH:19][CH:18]=3)[C:15]=2[N:37]2[CH2:38][CH2:39][C@H:35]([N:34]([CH3:40])[CH3:33])[CH2:36]2)[N:11]=1)[CH3:6])([CH3:4])([CH3:3])[CH3:2]. (2) Given the reactants [CH3:1][O:2][C:3](=[O:19])[C:4]1[CH:9]=[CH:8][CH:7]=[C:6]([Cl:10])[C:5]=1OS(C(F)(F)F)(=O)=O.[F:20][C:21]([F:32])([F:31])[C:22]1[CH:27]=[CH:26][C:25](B(O)O)=[CH:24][CH:23]=1, predict the reaction product. The product is: [CH3:1][O:2][C:3]([C:4]1[C:5]([C:25]2[CH:26]=[CH:27][C:22]([C:21]([F:32])([F:31])[F:20])=[CH:23][CH:24]=2)=[C:6]([Cl:10])[CH:7]=[CH:8][CH:9]=1)=[O:19]. (3) Given the reactants CN(CCN(C1N=CC=CN=1)C[C:8]1[CH:9]=[CH:10][C:11](OC)=[CH:12][CH:13]=1)C.[ClH:22].CN(C[CH2:27][N:28]([C:38]1C=CC=CN=1)[CH2:29][C:30]1C=CC(OC)=CC=1)C.[CH:44](/[C:49]([OH:51])=O)=[CH:45]/[C:46](O)=O.CN1CCN(C(C2[CH:67]=[CH:68][C:69]([Cl:72])=CC=2)C2C=CC=CC=2)CC1.Cl, predict the reaction product. The product is: [CH3:38][N:28]([CH2:29][CH2:30][C:49]([OH:51])([C:44]1[CH:45]=[CH:46][CH:67]=[CH:68][C:69]=1[Cl:72])[C:12]1[CH:11]=[CH:10][CH:9]=[CH:8][CH:13]=1)[CH3:27].[ClH:22]. (4) Given the reactants [CH2:1]([S:3][C:4]1[S:8][C:7]([NH:9][NH2:10])=[N:6][N:5]=1)[CH3:2].[N:11]1[CH:16]=[CH:15][CH:14]=[CH:13][C:12]=1[C:17](=O)[CH2:18][C:19](=O)[C:20]([O:22][CH3:23])=[O:21], predict the reaction product. The product is: [CH2:1]([S:3][C:4]1[S:8][C:7]([NH:9][NH2:10])=[N:6][N:5]=1)[CH3:2].[CH2:1]([S:3][C:4]1[S:8][C:7]([N:9]2[C:17]([C:12]3[CH:13]=[CH:14][CH:15]=[CH:16][N:11]=3)=[CH:18][C:19]([C:20]([O:22][CH3:23])=[O:21])=[N:10]2)=[N:6][N:5]=1)[CH3:2].